Dataset: Peptide-MHC class I binding affinity with 185,985 pairs from IEDB/IMGT. Task: Regression. Given a peptide amino acid sequence and an MHC pseudo amino acid sequence, predict their binding affinity value. This is MHC class I binding data. (1) The peptide sequence is GSPGDLQTLAL. The MHC is HLA-B35:03 with pseudo-sequence HLA-B35:03. The binding affinity (normalized) is 0. (2) The peptide sequence is NHYLCLNCL. The MHC is HLA-B40:01 with pseudo-sequence HLA-B40:01. The binding affinity (normalized) is 0.0847.